From a dataset of Reaction yield outcomes from USPTO patents with 853,638 reactions. Predict the reaction yield, written as a fraction of the theoretical maximum amount of product (1.0 means a 100% yield; for example, 0.34 means a 34% yield). The reactants are [CH2:1]([O:8][C:9]1[CH:14]=[CH:13][C:12]([NH:15][C:16]2[N:21]=[CH:20][N:19]=[C:18]([O:22]C3C=CC(NC(=O)CC(NC4C=CC(F)=CC=4)=O)=CC=3F)[CH:17]=2)=[CH:11][CH:10]=1)[C:2]1[CH:7]=[CH:6][CH:5]=[CH:4][CH:3]=1.FC1C=CC(CC(N=C=O)=O)=CC=1.COC1C=CC(CNC2N=CN=C(O[C:72]3[CH:77]=[CH:76][C:75]([NH:78][C:79]([NH:81][C:82](=[O:91])[CH2:83][C:84]4[CH:89]=[CH:88][C:87]([F:90])=[CH:86][CH:85]=4)=[O:80])=[CH:74][C:73]=3[F:92])C=2)=CC=1. The catalyst is C1COCC1. The product is [CH2:1]([O:8][C:9]1[CH:14]=[CH:13][C:12]([NH:15][C:16]2[N:21]=[CH:20][N:19]=[C:18]([O:22][C:72]3[CH:77]=[CH:76][C:75]([NH:78][C:79]([NH:81][C:82](=[O:91])[CH2:83][C:84]4[CH:89]=[CH:88][C:87]([F:90])=[CH:86][CH:85]=4)=[O:80])=[CH:74][C:73]=3[F:92])[CH:17]=2)=[CH:11][CH:10]=1)[C:2]1[CH:3]=[CH:4][CH:5]=[CH:6][CH:7]=1. The yield is 0.900.